Dataset: Full USPTO retrosynthesis dataset with 1.9M reactions from patents (1976-2016). Task: Predict the reactants needed to synthesize the given product. (1) Given the product [NH2:1][C:4]1[CH:5]=[CH:6][C:7]([N:12]2[CH2:13][CH2:14][N:15]([CH:18]([C:25]3[CH:26]=[CH:27][CH:28]=[CH:29][CH:30]=3)[C:19]3[CH:20]=[N:21][CH:22]=[CH:23][CH:24]=3)[CH2:16][CH2:17]2)=[C:8]([CH:11]=1)[C:9]#[N:10], predict the reactants needed to synthesize it. The reactants are: [N+:1]([C:4]1[CH:5]=[CH:6][C:7]([N:12]2[CH2:17][CH2:16][N:15]([CH:18]([C:25]3[CH:30]=[CH:29][CH:28]=[CH:27][CH:26]=3)[C:19]3[CH:20]=[N:21][CH:22]=[CH:23][CH:24]=3)[CH2:14][CH2:13]2)=[C:8]([CH:11]=1)[C:9]#[N:10])([O-])=O.[Cl-].[NH4+]. (2) Given the product [ClH:37].[C:1]([C:4]1[C:9]2[S:10][C:11]([C:14]([NH:16][C:17]3[CH:26]=[C:25]([CH2:27][N:28]4[CH2:32][CH2:31][C@@H:30]([OH:33])[CH2:29]4)[C:24]4[C:19](=[CH:20][CH:21]=[CH:22][CH:23]=4)[N:18]=3)=[O:15])=[C:12]([CH3:13])[C:8]=2[C:7]([CH2:34][O:35][CH3:36])=[CH:6][CH:5]=1)(=[O:3])[CH3:2], predict the reactants needed to synthesize it. The reactants are: [C:1]([C:4]1[C:9]2[S:10][C:11]([C:14]([NH:16][C:17]3[CH:26]=[C:25]([CH2:27][N:28]4[CH2:32][CH2:31][C@@H:30]([OH:33])[CH2:29]4)[C:24]4[C:19](=[CH:20][CH:21]=[CH:22][CH:23]=4)[N:18]=3)=[O:15])=[C:12]([CH3:13])[C:8]=2[C:7]([CH2:34][O:35][CH3:36])=[CH:6][CH:5]=1)(=[O:3])[CH3:2].[ClH:37]. (3) The reactants are: COC(=O)C(Cl)=O.[C:8]([O:12][C:13]([N:15]1[CH2:20][CH2:19][C:18]([C:22]2[CH:27]=[C:26]([C:28]([F:31])([F:30])[F:29])[CH:25]=[CH:24][C:23]=2[S:32][C:33]2[CH:38]=[CH:37][C:36]([Cl:39])=[CH:35][CH:34]=2)(O)[CH2:17][CH2:16]1)=[O:14])([CH3:11])([CH3:10])[CH3:9].C([SnH](CCCC)CCCC)CCC.C(C(C)(C)N=NC(C)(C)C#N)#N. Given the product [C:8]([O:12][C:13]([N:15]1[CH2:20][CH2:19][CH:18]([C:22]2[CH:27]=[C:26]([C:28]([F:30])([F:31])[F:29])[CH:25]=[CH:24][C:23]=2[S:32][C:33]2[CH:38]=[CH:37][C:36]([Cl:39])=[CH:35][CH:34]=2)[CH2:17][CH2:16]1)=[O:14])([CH3:11])([CH3:9])[CH3:10], predict the reactants needed to synthesize it. (4) Given the product [Cl:1][C:2]1[CH:7]=[CH:6][N:5]=[C:4]([CH2:8][NH:9][C:10]2[O:11][C:12]3[C:18]([O:19][CH3:20])=[CH:17][C:16]([C:21]([N:31]4[CH:26]([CH:25]([F:24])[F:36])[CH2:27][O:28][C:29]([CH2:33][CH2:34][OH:35])([CH3:32])[CH2:30]4)=[O:23])=[CH:15][C:13]=3[N:14]=2)[CH:3]=1, predict the reactants needed to synthesize it. The reactants are: [Cl:1][C:2]1[CH:7]=[CH:6][N:5]=[C:4]([CH2:8][NH:9][C:10]2[O:11][C:12]3[C:18]([O:19][CH3:20])=[CH:17][C:16]([C:21]([OH:23])=O)=[CH:15][C:13]=3[N:14]=2)[CH:3]=1.[F:24][CH:25]([F:36])[CH:26]1[NH:31][CH2:30][C:29]([CH2:33][CH2:34][OH:35])([CH3:32])[O:28][CH2:27]1.C(N(CC)C(C)C)(C)C.CN(C(ON1N=NC2C=CC=NC1=2)=[N+](C)C)C.F[P-](F)(F)(F)(F)F.